Dataset: Cav3 T-type calcium channel HTS with 100,875 compounds. Task: Binary Classification. Given a drug SMILES string, predict its activity (active/inactive) in a high-throughput screening assay against a specified biological target. (1) The compound is Fc1c(NC(=O)CCc2[nH]c3c(n2)cccc3)cccc1. The result is 0 (inactive). (2) The molecule is s1sc(=S)c2c1C(N(c1c2cc(cc1C)C)C(=O)CSc1n(cnn1)C)(C)C. The result is 0 (inactive). (3) The compound is O(CC(=O)Nc1c(C(CC)C)cccc1)C(=O)c1cc(NC(=O)c2occc2)c(cc1)C. The result is 0 (inactive). (4) The compound is S(=O)(=O)(N(C1CCCCC1)CC(=O)N1CCN(CC1)c1ccc(F)cc1)c1ccc(cc1)C. The result is 1 (active). (5) The drug is S1(=O)(=O)CC(NC(=O)CSc2sc3c(n2)ccc(OCC)c3)CC1. The result is 0 (inactive). (6) The compound is O(C(C)(C)C)C(=O)NC(C)C(Oc1cc2oc(=O)ccc2cc1)=O. The result is 0 (inactive). (7) The molecule is O=C(NC(CC(O)=O)c1oc(nn1)C(N)Cc1ccc(O)cc1)C1CCNCC1. The result is 0 (inactive). (8) The compound is Clc1cc(c(OCC(OCC(=O)/C(=C(\N)C)C#N)=O)cc1)C. The result is 0 (inactive).